From a dataset of NCI-60 drug combinations with 297,098 pairs across 59 cell lines. Regression. Given two drug SMILES strings and cell line genomic features, predict the synergy score measuring deviation from expected non-interaction effect. (1) Drug 1: CC12CCC3C(C1CCC2O)C(CC4=C3C=CC(=C4)O)CCCCCCCCCS(=O)CCCC(C(F)(F)F)(F)F. Drug 2: C1=NC2=C(N1)C(=S)N=CN2. Cell line: EKVX. Synergy scores: CSS=4.73, Synergy_ZIP=-0.603, Synergy_Bliss=1.25, Synergy_Loewe=-6.09, Synergy_HSA=-0.120. (2) Drug 1: CC1CCC2CC(C(=CC=CC=CC(CC(C(=O)C(C(C(=CC(C(=O)CC(OC(=O)C3CCCCN3C(=O)C(=O)C1(O2)O)C(C)CC4CCC(C(C4)OC)O)C)C)O)OC)C)C)C)OC. Drug 2: CNC(=O)C1=NC=CC(=C1)OC2=CC=C(C=C2)NC(=O)NC3=CC(=C(C=C3)Cl)C(F)(F)F. Cell line: HT29. Synergy scores: CSS=0.558, Synergy_ZIP=0.730, Synergy_Bliss=-2.78, Synergy_Loewe=-16.5, Synergy_HSA=-4.39. (3) Drug 1: CC1CCC2CC(C(=CC=CC=CC(CC(C(=O)C(C(C(=CC(C(=O)CC(OC(=O)C3CCCCN3C(=O)C(=O)C1(O2)O)C(C)CC4CCC(C(C4)OC)O)C)C)O)OC)C)C)C)OC. Drug 2: C1=CN(C=N1)CC(O)(P(=O)(O)O)P(=O)(O)O. Cell line: M14. Synergy scores: CSS=14.4, Synergy_ZIP=-1.76, Synergy_Bliss=3.30, Synergy_Loewe=-7.15, Synergy_HSA=1.18. (4) Drug 1: COC1=NC(=NC2=C1N=CN2C3C(C(C(O3)CO)O)O)N. Drug 2: CC(C)NC(=O)C1=CC=C(C=C1)CNNC.Cl. Cell line: NCI-H322M. Synergy scores: CSS=0.912, Synergy_ZIP=6.36, Synergy_Bliss=3.51, Synergy_Loewe=0.467, Synergy_HSA=0.848. (5) Drug 1: C1=NC2=C(N1)C(=S)N=C(N2)N. Drug 2: CCC1(CC2CC(C3=C(CCN(C2)C1)C4=CC=CC=C4N3)(C5=C(C=C6C(=C5)C78CCN9C7C(C=CC9)(C(C(C8N6C)(C(=O)OC)O)OC(=O)C)CC)OC)C(=O)OC)O.OS(=O)(=O)O. Cell line: SNB-75. Synergy scores: CSS=25.3, Synergy_ZIP=-7.59, Synergy_Bliss=-0.615, Synergy_Loewe=-21.5, Synergy_HSA=0.639. (6) Drug 1: C1CC(C1)(C(=O)O)C(=O)O.[NH2-].[NH2-].[Pt+2]. Drug 2: CC1=C2C(C(=O)C3(C(CC4C(C3C(C(C2(C)C)(CC1OC(=O)C(C(C5=CC=CC=C5)NC(=O)C6=CC=CC=C6)O)O)OC(=O)C7=CC=CC=C7)(CO4)OC(=O)C)O)C)OC(=O)C. Cell line: SR. Synergy scores: CSS=60.9, Synergy_ZIP=-0.648, Synergy_Bliss=0.740, Synergy_Loewe=-19.3, Synergy_HSA=2.17. (7) Drug 1: C1=CC(=CC=C1C#N)C(C2=CC=C(C=C2)C#N)N3C=NC=N3. Drug 2: CC(C)CN1C=NC2=C1C3=CC=CC=C3N=C2N. Cell line: K-562. Synergy scores: CSS=-7.62, Synergy_ZIP=2.74, Synergy_Bliss=2.00, Synergy_Loewe=-5.02, Synergy_HSA=-4.22.